Dataset: NCI-60 drug combinations with 297,098 pairs across 59 cell lines. Task: Regression. Given two drug SMILES strings and cell line genomic features, predict the synergy score measuring deviation from expected non-interaction effect. (1) Drug 1: COC1=CC(=CC(=C1O)OC)C2C3C(COC3=O)C(C4=CC5=C(C=C24)OCO5)OC6C(C(C7C(O6)COC(O7)C8=CC=CS8)O)O. Drug 2: CC1=C(C=C(C=C1)NC(=O)C2=CC=C(C=C2)CN3CCN(CC3)C)NC4=NC=CC(=N4)C5=CN=CC=C5. Cell line: HT29. Synergy scores: CSS=43.4, Synergy_ZIP=6.75, Synergy_Bliss=8.89, Synergy_Loewe=-12.4, Synergy_HSA=8.51. (2) Drug 1: C1=NC2=C(N=C(N=C2N1C3C(C(C(O3)CO)O)O)F)N. Drug 2: C1CC(C1)(C(=O)O)C(=O)O.[NH2-].[NH2-].[Pt+2]. Cell line: BT-549. Synergy scores: CSS=8.57, Synergy_ZIP=-5.31, Synergy_Bliss=-4.38, Synergy_Loewe=-8.58, Synergy_HSA=-3.42. (3) Drug 1: CN(C)N=NC1=C(NC=N1)C(=O)N. Drug 2: C1CN(P(=O)(OC1)NCCCl)CCCl. Cell line: ACHN. Synergy scores: CSS=7.79, Synergy_ZIP=-1.60, Synergy_Bliss=3.41, Synergy_Loewe=-4.45, Synergy_HSA=3.51. (4) Drug 1: C1CCC(CC1)NC(=O)N(CCCl)N=O. Drug 2: C1=CC(=CC=C1CCCC(=O)O)N(CCCl)CCCl. Cell line: SK-MEL-28. Synergy scores: CSS=46.3, Synergy_ZIP=0.451, Synergy_Bliss=4.76, Synergy_Loewe=-25.6, Synergy_HSA=1.09. (5) Drug 1: CCC(=C(C1=CC=CC=C1)C2=CC=C(C=C2)OCCN(C)C)C3=CC=CC=C3.C(C(=O)O)C(CC(=O)O)(C(=O)O)O. Drug 2: CCCCC(=O)OCC(=O)C1(CC(C2=C(C1)C(=C3C(=C2O)C(=O)C4=C(C3=O)C=CC=C4OC)O)OC5CC(C(C(O5)C)O)NC(=O)C(F)(F)F)O. Cell line: K-562. Synergy scores: CSS=67.1, Synergy_ZIP=6.77, Synergy_Bliss=3.37, Synergy_Loewe=-1.13, Synergy_HSA=6.15. (6) Drug 1: C1CC(=O)NC(=O)C1N2CC3=C(C2=O)C=CC=C3N. Drug 2: C(CCl)NC(=O)N(CCCl)N=O. Cell line: SF-539. Synergy scores: CSS=7.34, Synergy_ZIP=-2.66, Synergy_Bliss=0.785, Synergy_Loewe=0.960, Synergy_HSA=0.997. (7) Drug 1: C1=CN(C(=O)N=C1N)C2C(C(C(O2)CO)O)O.Cl. Drug 2: CN1C2=C(C=C(C=C2)N(CCCl)CCCl)N=C1CCCC(=O)O.Cl. Cell line: EKVX. Synergy scores: CSS=10.4, Synergy_ZIP=3.70, Synergy_Bliss=-3.33, Synergy_Loewe=-1.19, Synergy_HSA=-4.26. (8) Drug 1: C1CC(=O)NC(=O)C1N2CC3=C(C2=O)C=CC=C3N. Drug 2: CC(CN1CC(=O)NC(=O)C1)N2CC(=O)NC(=O)C2. Cell line: HCT116. Synergy scores: CSS=33.7, Synergy_ZIP=3.30, Synergy_Bliss=2.48, Synergy_Loewe=0.918, Synergy_HSA=4.26. (9) Drug 2: CC1=C2C(C(=O)C3(C(CC4C(C3C(C(C2(C)C)(CC1OC(=O)C(C(C5=CC=CC=C5)NC(=O)C6=CC=CC=C6)O)O)OC(=O)C7=CC=CC=C7)(CO4)OC(=O)C)O)C)OC(=O)C. Drug 1: CC1=C(C(CCC1)(C)C)C=CC(=CC=CC(=CC(=O)O)C)C. Cell line: ACHN. Synergy scores: CSS=32.7, Synergy_ZIP=2.77, Synergy_Bliss=5.48, Synergy_Loewe=7.08, Synergy_HSA=7.06.